The task is: Regression/Classification. Given a drug SMILES string, predict its toxicity properties. Task type varies by dataset: regression for continuous values (e.g., LD50, hERG inhibition percentage) or binary classification for toxic/non-toxic outcomes (e.g., AMES mutagenicity, cardiotoxicity, hepatotoxicity). Dataset: ld50_zhu.. This data is from Acute oral toxicity (LD50) regression data from Zhu et al.. (1) The molecule is CC(=O)NC1(O)C2(Cl)C3(Cl)C4(Cl)C(Cl)(Cl)C5(Cl)C3(Cl)C1(Cl)C5(Cl)C42Cl. The rat oral LD50 is 3.59, given as -log10 of the dose in mol/kg body weight (higher means more acutely toxic). (2) The molecule is C#CCSP(=O)(NC(=O)CC)OC. The rat oral LD50 is 2.65, given as -log10 of the dose in mol/kg body weight (higher means more acutely toxic). (3) The molecule is CCN(CC)CCNC(=O)c1cc(Cl)c(N)cc1OC. The rat oral LD50 is 2.60, given as -log10 of the dose in mol/kg body weight (higher means more acutely toxic). (4) The compound is O=c1ccc2cc3ccoc3c(O)c2o1. The rat oral LD50 is 2.62, given as -log10 of the dose in mol/kg body weight (higher means more acutely toxic).